This data is from Full USPTO retrosynthesis dataset with 1.9M reactions from patents (1976-2016). The task is: Predict the reactants needed to synthesize the given product. (1) The reactants are: O1CCOCC1.[Cl:7][C:8]1[C:17]([C:18]2[CH:23]=[CH:22][CH:21]=[CH:20][CH:19]=2)=[C:16]([Cl:24])[C:15]2[C:10](=[CH:11][CH:12]=[C:13]([CH:25]([C:27]3[C:28]([CH3:33])=[N:29][O:30][C:31]=3[CH3:32])[OH:26])[CH:14]=2)[N:9]=1. Given the product [Cl:7][C:8]1[C:17]([C:18]2[CH:19]=[CH:20][CH:21]=[CH:22][CH:23]=2)=[C:16]([Cl:24])[C:15]2[C:10](=[CH:11][CH:12]=[C:13]([C:25]([C:27]3[C:28]([CH3:33])=[N:29][O:30][C:31]=3[CH3:32])=[O:26])[CH:14]=2)[N:9]=1, predict the reactants needed to synthesize it. (2) Given the product [NH2:27][C@@H:11]([CH2:12][C:13]1[CH:14]=[CH:15][C:16]([OH:19])=[CH:17][CH:18]=1)[C@@H:10]([OH:42])[CH2:9][C@@H:8]([NH:43][C:44](=[O:50])[O:45][C:46]([CH3:49])([CH3:48])[CH3:47])[CH2:1][C:2]1[CH:7]=[CH:6][CH:5]=[CH:4][CH:3]=1, predict the reactants needed to synthesize it. The reactants are: [CH2:1]([C@H:8]([NH:43][C:44](=[O:50])[O:45][C:46]([CH3:49])([CH3:48])[CH3:47])[CH2:9][C@H:10]([OH:42])[C@@H:11]([N:27](CC1C=CC=CC=1)CC1C=CC=CC=1)[CH2:12][C:13]1[CH:18]=[CH:17][C:16]([O:19]CC2C=CC=CC=2)=[CH:15][CH:14]=1)[C:2]1[CH:7]=[CH:6][CH:5]=[CH:4][CH:3]=1.C([O-])=O.[NH4+]. (3) The reactants are: [F:1][C:2]1[CH:7]=[CH:6][C:5]([C:8]2([C:18]3[CH:23]=[CH:22][C:21]([F:24])=[CH:20][CH:19]=3)[CH2:12][CH2:11][N:10]([CH2:13][C:14](O)=[O:15])[C:9]2=[O:17])=[CH:4][CH:3]=1.[Cl:25][C:26]1[CH:31]=[CH:30][C:29]([CH2:32][CH2:33]/[C:34](=[N:37]/[H])/[NH:35]O)=[CH:28][CH:27]=1.C(N=C=NCCCN(C)C)C. Given the product [Cl:25][C:26]1[CH:27]=[CH:28][C:29]([CH2:32][CH2:33][C:34]2[N:35]=[C:14]([CH2:13][N:10]3[CH2:11][CH2:12][C:8]([C:18]4[CH:23]=[CH:22][C:21]([F:24])=[CH:20][CH:19]=4)([C:5]4[CH:6]=[CH:7][C:2]([F:1])=[CH:3][CH:4]=4)[C:9]3=[O:17])[O:15][N:37]=2)=[CH:30][CH:31]=1, predict the reactants needed to synthesize it. (4) Given the product [CH2:22]([O:21][C:18]1[CH:19]=[CH:20][C:15]([C:14]([CH:11]2[CH2:12][CH2:13][NH:8][CH2:9][CH2:10]2)=[O:25])=[CH:16][C:17]=1[F:24])[CH3:23], predict the reactants needed to synthesize it. The reactants are: C(OC([N:8]1[CH2:13][CH2:12][CH:11]([C:14](=[O:25])[C:15]2[CH:20]=[CH:19][C:18]([O:21][CH2:22][CH3:23])=[C:17]([F:24])[CH:16]=2)[CH2:10][CH2:9]1)=O)(C)(C)C.C(O)(C(F)(F)F)=O. (5) The reactants are: C([O:8][C:9]1[CH:10]=[C:11]([CH:16]=[C:17]([O:19][C:20]2[CH:25]=[CH:24][C:23]([C:26]3[O:27][C:28]([CH3:31])=[N:29][N:30]=3)=[CH:22][CH:21]=2)[CH:18]=1)[C:12]([O:14][CH3:15])=[O:13])C1C=CC=CC=1.[H][H]. Given the product [OH:8][C:9]1[CH:10]=[C:11]([CH:16]=[C:17]([O:19][C:20]2[CH:21]=[CH:22][C:23]([C:26]3[O:27][C:28]([CH3:31])=[N:29][N:30]=3)=[CH:24][CH:25]=2)[CH:18]=1)[C:12]([O:14][CH3:15])=[O:13], predict the reactants needed to synthesize it.